This data is from Forward reaction prediction with 1.9M reactions from USPTO patents (1976-2016). The task is: Predict the product of the given reaction. (1) Given the reactants ClCCC[N:5]1[C:9]2[CH:10]=[C:11]([O:14][CH3:15])[CH:12]=[CH:13][C:8]=2[N:7]=[N:6]1.[O:16]1[C:20]2[CH:21]=[CH:22][CH:23]=[CH:24][C:19]=2[C:18]([CH:25]2[CH2:30][CH2:29][NH:28][CH2:27][CH2:26]2)=[N:17]1.[CH:31](N(C(C)C)CC)([CH3:33])[CH3:32].[I-].[K+], predict the reaction product. The product is: [O:14]([C:11]1[CH:12]=[C:13]([CH2:32][CH2:31][CH2:33][N:28]2[CH2:29][CH2:30][CH:25]([C:18]3[C:19]4[CH:24]=[CH:23][CH:22]=[CH:21][C:20]=4[O:16][N:17]=3)[CH2:26][CH2:27]2)[C:8]2[N:7]=[N:6][NH:5][C:9]=2[CH:10]=1)[CH3:15]. (2) The product is: [Cl:18][C:16]1[CH:17]=[C:12]2[CH:11]=[C:10]([CH2:9][OH:8])[N:19]([CH2:20][CH2:21][CH:22]3[CH2:23][S:24](=[O:26])(=[O:27])[CH2:25]3)[C:13]2=[N:14][CH:15]=1. Given the reactants [Si]([O:8][CH2:9][C:10]1[N:19]([CH2:20][CH2:21][CH:22]2[CH2:25][S:24](=[O:27])(=[O:26])[CH2:23]2)[C:13]2=[N:14][CH:15]=[C:16]([Cl:18])[CH:17]=[C:12]2[CH:11]=1)(C(C)(C)C)(C)C.Cl.C(=O)(O)[O-].[Na+], predict the reaction product. (3) Given the reactants [CH2:1]([O:3][C:4](=[O:16])[C:5]([C:8]1[CH:13]=[CH:12][CH:11]=[C:10]([C:14]#[CH:15])[CH:9]=1)([CH3:7])[CH3:6])[CH3:2].[CH3:17][O:18][C:19](=[O:28])[CH2:20][C:21]1[CH:26]=[CH:25][C:24](I)=[CH:23][CH:22]=1.C(N(CC)CC)C.C(OCC)(=O)C, predict the reaction product. The product is: [CH2:1]([O:3][C:4](=[O:16])[C:5]([C:8]1[CH:13]=[CH:12][CH:11]=[C:10]([C:14]#[C:15][C:24]2[CH:25]=[CH:26][C:21]([CH2:20][C:19]([O:18][CH3:17])=[O:28])=[CH:22][CH:23]=2)[CH:9]=1)([CH3:6])[CH3:7])[CH3:2]. (4) The product is: [Br:2][C:3]1[CH:4]=[C:5]([C:9]([NH:11][CH:12]2[CH2:13][CH2:14][N:15]([CH2:24][C:20]3[N:19]([CH3:18])[CH:23]=[CH:22][N:21]=3)[CH2:16][CH2:17]2)=[O:10])[NH:6][C:7]=1[CH3:8]. Given the reactants Cl.[Br:2][C:3]1[CH:4]=[C:5]([C:9]([NH:11][CH:12]2[CH2:17][CH2:16][NH:15][CH2:14][CH2:13]2)=[O:10])[NH:6][C:7]=1[CH3:8].[CH3:18][N:19]1[CH:23]=[CH:22][N:21]=[C:20]1[CH:24]=O, predict the reaction product. (5) Given the reactants [NH2:1][CH2:2][C@@H:3]1[CH2:7][CH2:6][N:5]([C:8]([O:10][C:11]([CH3:14])([CH3:13])[CH3:12])=[O:9])[CH2:4]1.Cl[C:16]([O:18][CH2:19][C:20]1[CH:25]=[CH:24][CH:23]=[CH:22][CH:21]=1)=[O:17].C(N(CC)CC)C, predict the reaction product. The product is: [C:11]([O:10][C:8]([N:5]1[CH2:6][CH2:7][C@@H:3]([CH2:2][NH:1][C:16](=[O:17])[O:18][CH2:19][C:20]2[CH:25]=[CH:24][CH:23]=[CH:22][CH:21]=2)[CH2:4]1)=[O:9])([CH3:14])([CH3:13])[CH3:12]. (6) Given the reactants [CH3:1][O:2][C:3]1[CH:8]=[C:7]([CH3:9])[C:6]([S:10]([N:13]([CH2:15][C:16]2[S:20][C:19]([C:21]([O:23]C)=O)=[N:18][N:17]=2)[CH3:14])(=[O:12])=[O:11])=[C:5]([CH3:25])[CH:4]=1.[NH:26]1[CH2:30][CH2:29][N:28]=[C:27]1[C:31]1[CH:36]=[CH:35][C:34]([CH2:37][CH2:38][NH:39][CH3:40])=[CH:33][CH:32]=1.C[Al](C)C, predict the reaction product. The product is: [NH:28]1[CH2:29][CH2:30][N:26]=[C:27]1[C:31]1[CH:32]=[CH:33][C:34]([CH2:37][CH2:38][N:39]([CH3:40])[C:21]([C:19]2[S:20][C:16]([CH2:15][N:13]([S:10]([C:6]3[C:7]([CH3:9])=[CH:8][C:3]([O:2][CH3:1])=[CH:4][C:5]=3[CH3:25])(=[O:12])=[O:11])[CH3:14])=[N:17][N:18]=2)=[O:23])=[CH:35][CH:36]=1.